From a dataset of NCI-60 drug combinations with 297,098 pairs across 59 cell lines. Regression. Given two drug SMILES strings and cell line genomic features, predict the synergy score measuring deviation from expected non-interaction effect. (1) Drug 1: C1=CC(=C2C(=C1NCCNCCO)C(=O)C3=C(C=CC(=C3C2=O)O)O)NCCNCCO. Drug 2: CN(C)N=NC1=C(NC=N1)C(=O)N. Cell line: HCT-15. Synergy scores: CSS=56.8, Synergy_ZIP=-1.89, Synergy_Bliss=-5.18, Synergy_Loewe=-45.8, Synergy_HSA=-4.89. (2) Drug 1: CN(C)C1=NC(=NC(=N1)N(C)C)N(C)C. Drug 2: CCC(=C(C1=CC=CC=C1)C2=CC=C(C=C2)OCCN(C)C)C3=CC=CC=C3.C(C(=O)O)C(CC(=O)O)(C(=O)O)O. Cell line: ACHN. Synergy scores: CSS=-6.35, Synergy_ZIP=2.41, Synergy_Bliss=-3.71, Synergy_Loewe=-9.39, Synergy_HSA=-7.87.